This data is from Catalyst prediction with 721,799 reactions and 888 catalyst types from USPTO. The task is: Predict which catalyst facilitates the given reaction. Reactant: Cl[C:2]1[C:3]2[N:11]=[C:10]([NH:12]C(=O)OCC)[S:9][C:4]=2[N:5]=[C:6]([CH3:8])[N:7]=1.[CH3:18][O-:19].[Na+].CO. Product: [CH3:18][O:19][C:2]1[C:3]2[N:11]=[C:10]([NH2:12])[S:9][C:4]=2[N:5]=[C:6]([CH3:8])[N:7]=1. The catalyst class is: 6.